From a dataset of Reaction yield outcomes from USPTO patents with 853,638 reactions. Predict the reaction yield, written as a fraction of the theoretical maximum amount of product (1.0 means a 100% yield; for example, 0.34 means a 34% yield). The reactants are [CH3:1][CH:2]1[CH2:11][C:10]2[C:5](=[CH:6][C:7]([C:12]([F:15])([F:14])[F:13])=[CH:8][CH:9]=2)[C:4](=[O:16])[NH:3]1.Br[C:18]1[CH:19]=[N:20][CH:21]=[CH:22][C:23]=1[C:24]([F:27])([F:26])[F:25].P([O-])([O-])([O-])=O.[K+].[K+].[K+]. The catalyst is [Cu](I)I.O1CCOCC1. The product is [CH3:1][CH:2]1[CH2:11][C:10]2[C:5](=[CH:6][C:7]([C:12]([F:13])([F:15])[F:14])=[CH:8][CH:9]=2)[C:4](=[O:16])[N:3]1[C:18]1[CH:19]=[N:20][CH:21]=[CH:22][C:23]=1[C:24]([F:27])([F:26])[F:25]. The yield is 0.0380.